From a dataset of Catalyst prediction with 721,799 reactions and 888 catalyst types from USPTO. Predict which catalyst facilitates the given reaction. (1) Reactant: [CH3:1][O:2][C:3]1[CH:8]=[CH:7][C:6]([C:9]2[N:14]=[N:13][C:12]([C:15]#[C:16][CH2:17][CH2:18][C:19]3[CH:32]=[CH:31][C:22]([CH2:23][N:24]4[CH2:29][CH2:28][CH:27]([OH:30])[CH2:26][CH2:25]4)=[CH:21][CH:20]=3)=[CH:11][CH:10]=2)=[CH:5][CH:4]=1. Product: [CH3:1][O:2][C:3]1[CH:4]=[CH:5][C:6]([C:9]2[N:14]=[N:13][C:12]([CH2:15][CH2:16][CH2:17][CH2:18][C:19]3[CH:20]=[CH:21][C:22]([CH2:23][N:24]4[CH2:25][CH2:26][CH:27]([OH:30])[CH2:28][CH2:29]4)=[CH:31][CH:32]=3)=[CH:11][CH:10]=2)=[CH:7][CH:8]=1. The catalyst class is: 8. (2) Reactant: [O:1]=[C:2]1[CH2:16][CH:5]2[CH2:6][N:7](C(OC(C)(C)C)=O)[CH2:8][CH:4]2[CH2:3]1.[F:17][C:18]([F:23])([F:22])[C:19]([OH:21])=[O:20]. Product: [F:17][C:18]([F:23])([F:22])[C:19]([OH:21])=[O:20].[CH2:6]1[CH:5]2[CH2:16][C:2](=[O:1])[CH2:3][CH:4]2[CH2:8][NH:7]1. The catalyst class is: 4. (3) Reactant: [NH2:1][C:2]1[CH:7]=[CH:6][C:5]([Br:8])=[CH:4][N:3]=1.Cl[CH2:10][CH:11]=O.C([O-])(O)=O.[Na+]. Product: [Br:8][C:5]1[CH:6]=[CH:7][C:2]2[N:3]([CH:10]=[CH:11][N:1]=2)[CH:4]=1. The catalyst class is: 41. (4) Reactant: FC(F)(F)C([N:5]1[CH2:11][CH:10]([CH3:12])[C:9]2[CH:13]=[C:14]([Cl:17])[CH:15]=[CH:16][C:8]=2[CH2:7][CH2:6]1)=O.[OH-].[Na+]. Product: [Cl:17][C:14]1[CH:15]=[CH:16][C:8]2[CH2:7][CH2:6][NH:5][CH2:11][CH:10]([CH3:12])[C:9]=2[CH:13]=1. The catalyst class is: 5. (5) Reactant: [F:1][C:2]1[CH:3]=[C:4]([CH2:8][CH:9]([C:24]2[CH:29]=[CH:28][C:27]([S:30]([CH3:33])(=[O:32])=[O:31])=[CH:26][CH:25]=2)[C:10]([NH:12][C:13]2[N:14]=[CH:15][C:16]([CH2:19][O:20]C(=O)C)=[N:17][CH:18]=2)=[O:11])[CH:5]=[CH:6][CH:7]=1.C([O-])([O-])=O.[K+].[K+].O.Cl. Product: [F:1][C:2]1[CH:3]=[C:4]([CH2:8][CH:9]([C:24]2[CH:25]=[CH:26][C:27]([S:30]([CH3:33])(=[O:32])=[O:31])=[CH:28][CH:29]=2)[C:10]([NH:12][C:13]2[CH:18]=[N:17][C:16]([CH2:19][OH:20])=[CH:15][N:14]=2)=[O:11])[CH:5]=[CH:6][CH:7]=1. The catalyst class is: 5. (6) Reactant: Br[C:2]1[CH:7]=[C:6]([C@@H:8]([NH:11][C:12]([C:14]2[C:15]3[CH:22]=[N:21][N:20]([C:23]4[CH:28]=[CH:27][C:26]([F:29])=[CH:25][CH:24]=4)[C:16]=3[CH:17]=[N:18][CH:19]=2)=[O:13])[CH2:9][CH3:10])[CH:5]=[CH:4][N:3]=1.[CH3:30][N:31]1[CH2:36][CH2:35][NH:34][CH2:33][CH2:32]1.CCN(C(C)C)C(C)C. Product: [CH3:30][N:31]1[CH2:36][CH2:35][N:34]([C:2]2[CH:7]=[C:6]([C@@H:8]([NH:11][C:12]([C:14]3[C:15]4[CH:22]=[N:21][N:20]([C:23]5[CH:28]=[CH:27][C:26]([F:29])=[CH:25][CH:24]=5)[C:16]=4[CH:17]=[N:18][CH:19]=3)=[O:13])[CH2:9][CH3:10])[CH:5]=[CH:4][N:3]=2)[CH2:33][CH2:32]1. The catalyst class is: 51. (7) Reactant: [CH3:1][O:2][C:3](=[O:28])[C:4]1[CH:9]=[CH:8][C:7]([C:10]2[CH2:14][C:13]([C:19]3[CH:24]=[C:23]([Cl:25])[CH:22]=[C:21]([Cl:26])[CH:20]=3)([C:15]([F:18])([F:17])[F:16])[O:12][N:11]=2)=[CH:6][C:5]=1Br.[C:29]1(OB(O)O)[CH:34]=[CH:33][CH:32]=[CH:31][CH:30]=1.C(=O)([O-])[O-].[K+].[K+]. Product: [CH3:1][O:2][C:3](=[O:28])[C:4]1[CH:9]=[CH:8][C:7]([C:10]2[CH2:14][C:13]([C:19]3[CH:24]=[C:23]([Cl:25])[CH:22]=[C:21]([Cl:26])[CH:20]=3)([C:15]([F:18])([F:17])[F:16])[O:12][N:11]=2)=[CH:6][C:5]=1[C:29]1[CH:34]=[CH:33][CH:32]=[CH:31][CH:30]=1. The catalyst class is: 30.